From a dataset of Reaction yield outcomes from USPTO patents with 853,638 reactions. Predict the reaction yield, written as a fraction of the theoretical maximum amount of product (1.0 means a 100% yield; for example, 0.34 means a 34% yield). The reactants are [O:1]=[C:2]1[C:10]2[C:5](=[CH:6][CH:7]=[CH:8][CH:9]=2)[C:4](=[O:11])[N:3]1[CH2:12][C@H:13]1[CH2:18][C@@H:17]([OH:19])[CH2:16][N:15]([C:20]([O:22][CH2:23][C:24]2[CH:29]=[CH:28][CH:27]=[CH:26][CH:25]=2)=[O:21])[CH2:14]1.I[CH3:31]. The catalyst is C(Cl)Cl. The product is [O:1]=[C:2]1[C:10]2[C:5](=[CH:6][CH:7]=[CH:8][CH:9]=2)[C:4](=[O:11])[N:3]1[CH2:12][C@H:13]1[CH2:18][C@@H:17]([O:19][CH3:31])[CH2:16][N:15]([C:20]([O:22][CH2:23][C:24]2[CH:25]=[CH:26][CH:27]=[CH:28][CH:29]=2)=[O:21])[CH2:14]1. The yield is 0.530.